This data is from NCI-60 drug combinations with 297,098 pairs across 59 cell lines. The task is: Regression. Given two drug SMILES strings and cell line genomic features, predict the synergy score measuring deviation from expected non-interaction effect. (1) Drug 1: CC1C(C(CC(O1)OC2CC(OC(C2O)C)OC3=CC4=CC5=C(C(=O)C(C(C5)C(C(=O)C(C(C)O)O)OC)OC6CC(C(C(O6)C)O)OC7CC(C(C(O7)C)O)OC8CC(C(C(O8)C)O)(C)O)C(=C4C(=C3C)O)O)O)O. Drug 2: N.N.Cl[Pt+2]Cl. Cell line: NCI/ADR-RES. Synergy scores: CSS=43.7, Synergy_ZIP=-8.50, Synergy_Bliss=-6.14, Synergy_Loewe=-1.21, Synergy_HSA=-1.07. (2) Drug 1: CCC1=CC2CC(C3=C(CN(C2)C1)C4=CC=CC=C4N3)(C5=C(C=C6C(=C5)C78CCN9C7C(C=CC9)(C(C(C8N6C)(C(=O)OC)O)OC(=O)C)CC)OC)C(=O)OC.C(C(C(=O)O)O)(C(=O)O)O. Drug 2: C1CN1P(=S)(N2CC2)N3CC3. Cell line: SR. Synergy scores: CSS=72.4, Synergy_ZIP=-2.40, Synergy_Bliss=-2.62, Synergy_Loewe=-3.14, Synergy_HSA=-0.514. (3) Drug 1: C(CCl)NC(=O)N(CCCl)N=O. Drug 2: CC1C(C(CC(O1)OC2CC(CC3=C2C(=C4C(=C3O)C(=O)C5=CC=CC=C5C4=O)O)(C(=O)C)O)N)O. Cell line: OVCAR-8. Synergy scores: CSS=39.1, Synergy_ZIP=-3.32, Synergy_Bliss=-2.45, Synergy_Loewe=0.886, Synergy_HSA=1.40. (4) Drug 1: CN(C)N=NC1=C(NC=N1)C(=O)N. Synergy scores: CSS=11.3, Synergy_ZIP=1.62, Synergy_Bliss=7.30, Synergy_Loewe=2.27, Synergy_HSA=3.50. Cell line: K-562. Drug 2: COCCOC1=C(C=C2C(=C1)C(=NC=N2)NC3=CC=CC(=C3)C#C)OCCOC.Cl. (5) Drug 1: COC1=C(C=C2C(=C1)N=CN=C2NC3=CC(=C(C=C3)F)Cl)OCCCN4CCOCC4. Drug 2: C1CC(=O)NC(=O)C1N2C(=O)C3=CC=CC=C3C2=O. Cell line: OVCAR-5. Synergy scores: CSS=59.6, Synergy_ZIP=3.40, Synergy_Bliss=6.25, Synergy_Loewe=-14.4, Synergy_HSA=5.68. (6) Drug 1: C1CC(=O)NC(=O)C1N2CC3=C(C2=O)C=CC=C3N. Drug 2: C1CN(CCN1C(=O)CCBr)C(=O)CCBr. Cell line: HT29. Synergy scores: CSS=22.7, Synergy_ZIP=-2.66, Synergy_Bliss=-0.420, Synergy_Loewe=-6.29, Synergy_HSA=1.13. (7) Drug 1: CNC(=O)C1=CC=CC=C1SC2=CC3=C(C=C2)C(=NN3)C=CC4=CC=CC=N4. Drug 2: CC1CCC2CC(C(=CC=CC=CC(CC(C(=O)C(C(C(=CC(C(=O)CC(OC(=O)C3CCCCN3C(=O)C(=O)C1(O2)O)C(C)CC4CCC(C(C4)OC)OCCO)C)C)O)OC)C)C)C)OC. Cell line: PC-3. Synergy scores: CSS=29.3, Synergy_ZIP=1.53, Synergy_Bliss=5.35, Synergy_Loewe=-19.6, Synergy_HSA=3.47. (8) Drug 1: C1C(C(OC1N2C=C(C(=O)NC2=O)F)CO)O. Drug 2: C1CNP(=O)(OC1)N(CCCl)CCCl. Cell line: MDA-MB-231. Synergy scores: CSS=9.38, Synergy_ZIP=-4.07, Synergy_Bliss=-2.02, Synergy_Loewe=-29.2, Synergy_HSA=-2.68.